From a dataset of Full USPTO retrosynthesis dataset with 1.9M reactions from patents (1976-2016). Predict the reactants needed to synthesize the given product. (1) Given the product [Br:1][C:2]1[CH:7]=[CH:6][C:5]([C@@H:8]([NH:10][CH2:17][CH2:16][C:15](=[O:18])[CH2:14][CH:11]2[CH2:13][CH2:12]2)[CH3:9])=[CH:4][CH:3]=1, predict the reactants needed to synthesize it. The reactants are: [Br:1][C:2]1[CH:7]=[CH:6][C:5]([C@@H:8]([NH2:10])[CH3:9])=[CH:4][CH:3]=1.[CH:11]1([CH2:14][C:15](=[O:18])[CH:16]=[CH2:17])[CH2:13][CH2:12]1. (2) Given the product [NH2:1][C:4]1[CH:9]=[CH:8][C:7]([C:10]2[N:11]=[C:12]([CH2:15][N:16]3[CH:20]=[C:19]([C:21]([O:23][CH2:24][CH3:25])=[O:22])[CH:18]=[N:17]3)[S:13][CH:14]=2)=[CH:6][CH:5]=1, predict the reactants needed to synthesize it. The reactants are: [N+:1]([C:4]1[CH:9]=[CH:8][C:7]([C:10]2[N:11]=[C:12]([CH2:15][N:16]3[CH:20]=[C:19]([C:21]([O:23][CH2:24][CH3:25])=[O:22])[CH:18]=[N:17]3)[S:13][CH:14]=2)=[CH:6][CH:5]=1)([O-])=O. (3) Given the product [CH3:15][O:14][C:10]1[CH:9]=[C:8]([CH:7]([C:16]2[CH:21]=[CH:20][CH:19]=[CH:18][N:17]=2)[CH2:6][C:2]2[N:1]([CH2:24][CH2:25][CH3:26])[CH2:5][CH2:4][N:3]=2)[CH:13]=[CH:12][CH:11]=1, predict the reactants needed to synthesize it. The reactants are: [NH:1]1[CH2:5][CH2:4][N:3]=[C:2]1[CH2:6][CH:7]([C:16]1[CH:21]=[CH:20][CH:19]=[CH:18][N:17]=1)[C:8]1[CH:13]=[CH:12][CH:11]=[C:10]([O:14][CH3:15])[CH:9]=1.[H-].[Na+].[CH2:24](I)[CH2:25][CH3:26]. (4) Given the product [CH:10]([C:8]1[CH:7]=[C:6]([C:13]2[CH:18]=[CH:17][CH:16]=[CH:15][CH:14]=2)[C:3]([C:4]#[N:5])=[C:2]([N:24]2[CH2:23][CH2:22][NH:21][C@H:20]([CH3:19])[CH2:25]2)[N:9]=1)([CH3:12])[CH3:11], predict the reactants needed to synthesize it. The reactants are: Cl[C:2]1[N:9]=[C:8]([CH:10]([CH3:12])[CH3:11])[CH:7]=[C:6]([C:13]2[CH:18]=[CH:17][CH:16]=[CH:15][CH:14]=2)[C:3]=1[C:4]#[N:5].[CH3:19][C@@H:20]1[CH2:25][NH:24][CH2:23][CH2:22][NH:21]1.C(N(CC)CC)C. (5) Given the product [CH3:14][O:13][C:10]1[CH:9]=[CH:8][N:7]=[C:6]([CH2:5][S:19][C:20]2[NH:24][C:23]3[CH:25]=[CH:26][CH:27]=[CH:28][C:22]=3[N:21]=2)[C:11]=1[CH3:12], predict the reactants needed to synthesize it. The reactants are: C(O[CH2:5][C:6]1[C:11]([CH3:12])=[C:10]([O:13][CH3:14])[CH:9]=[CH:8][N:7]=1)(=O)C.S(Cl)(Cl)=O.[SH:19][C:20]1[NH:21][C:22]2[CH:28]=[CH:27][CH:26]=[CH:25][C:23]=2[N:24]=1.C[O-].[Na+]. (6) Given the product [OH:30][C@@H:28]([CH3:44])[CH2:27][NH:26][C:24]([C@@H:20]1[CH2:21][CH2:22][CH2:23][N:19]1[S:16]([C:13]1[N:12]2[C@@:8]([CH2:7][C:6]3[CH:42]=[CH:43][C:3]([C:1]#[N:2])=[CH:4][CH:5]=3)([CH3:41])[C:9](=[O:40])[N:10]([C:32]3[CH:33]=[C:34]([Cl:39])[CH:35]=[C:36]([Cl:38])[CH:37]=3)[C:11]2=[N:15][CH:14]=1)(=[O:18])=[O:17])=[O:25], predict the reactants needed to synthesize it. The reactants are: [C:1]([C:3]1[CH:43]=[CH:42][C:6]([CH2:7][C@@:8]2([CH3:41])[N:12]3[C:13]([S:16]([N:19]4[CH2:23][CH2:22][CH2:21][C@H:20]4[C:24]([NH:26][C@H:27](C)[C:28]([OH:30])=O)=[O:25])(=[O:18])=[O:17])=[CH:14][N:15]=[C:11]3[N:10]([C:32]3[CH:37]=[C:36]([Cl:38])[CH:35]=[C:34]([Cl:39])[CH:33]=3)[C:9]2=[O:40])=[CH:5][CH:4]=1)#[N:2].[CH3:44]N(C(ON1N=NC2C=CC=NC1=2)=[N+](C)C)C.F[P-](F)(F)(F)(F)F.CCN(C(C)C)C(C)C.NC[C@@H](O)C.